Task: Predict the reaction yield, written as a fraction of the theoretical maximum amount of product (1.0 means a 100% yield; for example, 0.34 means a 34% yield).. Dataset: Reaction yield outcomes from USPTO patents with 853,638 reactions (1) The reactants are [CH2:1]([C:5]1[N:6]=[C:7]([CH3:35])[N:8]([CH2:31][C:32](O)=[O:33])[C:9](=[O:30])[C:10]=1[CH2:11][C:12]1[CH:17]=[CH:16][C:15]([C:18]2[CH:23]=[CH:22][CH:21]=[CH:20][C:19]=2[C:24]2[NH:28][C:27](=[O:29])[O:26][N:25]=2)=[CH:14][CH:13]=1)[CH2:2][CH2:3][CH3:4].[C:36]([NH2:40])([CH3:39])([CH3:38])[CH3:37].ON1C2C=CC=CC=2N=N1.Cl.C(N=C=NCCCN(C)C)C. The catalyst is C(OCC)(=O)C.CN(C)C=O. The product is [C:36]([NH:40][C:32](=[O:33])[CH2:31][N:8]1[C:9](=[O:30])[C:10]([CH2:11][C:12]2[CH:13]=[CH:14][C:15]([C:18]3[CH:23]=[CH:22][CH:21]=[CH:20][C:19]=3[C:24]3[NH:28][C:27](=[O:29])[O:26][N:25]=3)=[CH:16][CH:17]=2)=[C:5]([CH2:1][CH2:2][CH2:3][CH3:4])[N:6]=[C:7]1[CH3:35])([CH3:39])([CH3:38])[CH3:37]. The yield is 0.660. (2) The reactants are [CH:1]([C:3]1[CH:8]=[C:7]([O:9][CH3:10])[N:6]=[CH:5][C:4]=1[O:11][CH2:12][C:13]1[C:14]([C:19]2[CH:23]=[CH:22][N:21]([CH2:24][CH2:25][C:26]([O:28]C)=[O:27])[N:20]=2)=[N:15][CH:16]=[CH:17][CH:18]=1)=[O:2].[OH-].[Na+]. The catalyst is CO.C1COCC1. The product is [CH:1]([C:3]1[CH:8]=[C:7]([O:9][CH3:10])[N:6]=[CH:5][C:4]=1[O:11][CH2:12][C:13]1[C:14]([C:19]2[CH:23]=[CH:22][N:21]([CH2:24][CH2:25][C:26]([OH:28])=[O:27])[N:20]=2)=[N:15][CH:16]=[CH:17][CH:18]=1)=[O:2]. The yield is 0.780. (3) The reactants are [NH:1]1[C:9]2[C:4](=[N:5][CH:6]=[CH:7][CH:8]=2)[CH:3]=[N:2]1.[OH-].[K+].[I:12]I. The catalyst is CN(C=O)C.O. The product is [I:12][C:3]1[C:4]2=[N:5][CH:6]=[CH:7][CH:8]=[C:9]2[NH:1][N:2]=1. The yield is 0.570. (4) The reactants are Cl.[CH3:2][C:3]1[CH:4]=[C:5]([CH2:8][O:9][CH:10]2[CH2:13][NH:12][CH2:11]2)[S:6][CH:7]=1.CCN=C=NCCCN(C)C.C1C=CC2N(O)N=NC=2C=1.C(N(C(C)C)CC)(C)C.Cl.[O:45]=[C:46]1[NH:55][C:54]2[N:53]=[CH:52][C:51](/[CH:56]=[CH:57]/[C:58](O)=[O:59])=[CH:50][C:49]=2[CH2:48][CH2:47]1. The catalyst is CN(C)C=O. The product is [CH3:2][C:3]1[CH:4]=[C:5]([CH2:8][O:9][CH:10]2[CH2:11][N:12]([C:58](=[O:59])[CH:57]=[CH:56][C:51]3[CH:50]=[C:49]4[C:54](=[N:53][CH:52]=3)[NH:55][C:46](=[O:45])[CH2:47][CH2:48]4)[CH2:13]2)[S:6][CH:7]=1. The yield is 0.270. (5) The reactants are Cl.[CH3:2][CH:3]([CH3:10])[N:4]=[C:5]=[N:6][CH:7]([CH3:9])[CH3:8].[CH:11]1[CH:12]=[CH:13][C:14]2[N:19]([OH:20])[N:18]=[N:17][C:15]=2[CH:16]=1.O. The catalyst is CN(C=O)C. The product is [CH3:2][CH:3]([CH3:10])[N:4]=[C:5]=[N:6][CH:7]([CH3:9])[CH3:8].[CH:11]1[CH:12]=[CH:13][C:14]2[N:19]([OH:20])[N:18]=[N:17][C:15]=2[CH:16]=1. The yield is 0.980. (6) The reactants are C(OC([N:8]1[C:16]2[CH:15]=[CH:14][C:13]([Cl:17])=[CH:12][C:11]=2[C:10]2[CH2:18][CH:19]([C:21]([S:26]([C:29]3[CH:34]=[CH:33][CH:32]=[CH:31][CH:30]=3)(=[O:28])=[O:27])([CH3:25])[CH2:22][O:23][CH3:24])[CH2:20][C:9]1=2)=O)(C)(C)C.C(O)(C(F)(F)F)=O. The catalyst is C(Cl)Cl. The product is [C:29]1([S:26]([C:21]([CH:19]2[CH2:20][C:9]3[NH:8][C:16]4[CH:15]=[CH:14][C:13]([Cl:17])=[CH:12][C:11]=4[C:10]=3[CH2:18]2)([CH3:25])[CH2:22][O:23][CH3:24])(=[O:27])=[O:28])[CH:34]=[CH:33][CH:32]=[CH:31][CH:30]=1. The yield is 0.260.